This data is from Full USPTO retrosynthesis dataset with 1.9M reactions from patents (1976-2016). The task is: Predict the reactants needed to synthesize the given product. (1) Given the product [OH:8][C:6]1[C:5]([CH2:26][N:20]2[CH2:25][CH2:24][O:23][CH2:22][CH2:21]2)=[C:4]([CH2:9][C:10]([O:12][CH3:13])=[O:11])[C:3]([C:14]2[CH:19]=[CH:18][CH:17]=[CH:16][CH:15]=2)=[C:2]([OH:1])[CH:7]=1, predict the reactants needed to synthesize it. The reactants are: [OH:1][C:2]1[C:3]([C:14]2[CH:19]=[CH:18][CH:17]=[CH:16][CH:15]=2)=[C:4]([CH2:9][C:10]([O:12][CH3:13])=[O:11])[CH:5]=[C:6]([OH:8])[CH:7]=1.[NH:20]1[CH2:25][CH2:24][O:23][CH2:22][CH2:21]1.[CH2:26]=O. (2) Given the product [CH:1]1([N:6]2[CH2:12][C:11]([F:14])([F:13])[C:10](=[O:15])[N:9]([CH3:16])[C:8]3[CH:17]=[N:18][C:19]([NH:21][C:22]4[CH:30]=[CH:29][C:25]([C:26]([NH:81][CH2:80][CH2:79][N:78]([CH3:82])[CH3:77])=[O:28])=[CH:24][C:23]=4[O:31][CH2:32][CH3:33])=[N:20][C:7]2=3)[CH2:2][CH2:3][CH2:4][CH2:5]1, predict the reactants needed to synthesize it. The reactants are: [CH:1]1([N:6]2[CH2:12][C:11]([F:14])([F:13])[C:10](=[O:15])[N:9]([CH3:16])[C:8]3[CH:17]=[N:18][C:19]([NH:21][C:22]4[CH:30]=[CH:29][C:25]([C:26]([OH:28])=O)=[CH:24][C:23]=4[O:31][CH2:32][CH3:33])=[N:20][C:7]2=3)[CH2:5][CH2:4][CH2:3][CH2:2]1.ON1C2C=CC=CC=2N=N1.F[P-](F)(F)(F)(F)F.CN(C(N(C)C)=[N+]1C2C=CC=CC=2[N+]([O-])=N1)C.C(N(C(C)C)CC)(C)C.[CH3:77][N:78]([CH3:82])[CH2:79][CH2:80][NH2:81]. (3) Given the product [Cl:1][C:2]1[N:3]=[N:4][C:5]([O:15][C:9]2[CH:14]=[CH:13][CH:12]=[CH:11][CH:10]=2)=[CH:6][CH:7]=1, predict the reactants needed to synthesize it. The reactants are: [Cl:1][C:2]1[N:3]=[N:4][CH:5]=[CH:6][C:7]=1Cl.[C:9]1([OH:15])[CH:14]=[CH:13][CH:12]=[CH:11][CH:10]=1. (4) Given the product [CH:1]([C:4]1[CH:5]=[CH:6][C:7]([C:10]2[N:14]([CH2:15][CH2:16][O:17][CH3:18])[C:13]3[C:19]([O:35][CH3:36])=[CH:20][C:21]([CH2:23][C:24]4[CH:29]=[CH:28][CH:27]=[CH:26][N:25]=4)=[CH:22][C:12]=3[N:11]=2)=[CH:8][CH:9]=1)([CH3:3])[CH3:2], predict the reactants needed to synthesize it. The reactants are: [CH:1]([C:4]1[CH:9]=[CH:8][C:7]([C:10]2[N:14]([CH2:15][CH2:16][O:17][CH3:18])[C:13]3[C:19]([O:35][CH3:36])=[CH:20][C:21]([CH:23](OS(C)(=O)=O)[C:24]4[CH:29]=[CH:28][CH:27]=[CH:26][N:25]=4)=[CH:22][C:12]=3[N:11]=2)=[CH:6][CH:5]=1)([CH3:3])[CH3:2].[H-].[H-].[H-].[H-].[Li+].[Al+3].[OH-].[Na+]. (5) Given the product [CH:15]1([CH2:14][C:5]2[C:6]3[C:11](=[CH:10][C:9]([O:12][CH3:13])=[CH:8][CH:7]=3)[C:2]([NH:18][CH:19]3[CH2:20][CH2:21][N:22]([CH2:25][C:26]4[CH:35]=[CH:34][C:33]5[C:28](=[CH:29][CH:30]=[CH:31][CH:32]=5)[CH:27]=4)[CH2:23][CH2:24]3)=[N:3][N:4]=2)[CH2:17][CH2:16]1, predict the reactants needed to synthesize it. The reactants are: Cl[C:2]1[C:11]2[C:6](=[CH:7][CH:8]=[C:9]([O:12][CH3:13])[CH:10]=2)[C:5]([CH2:14][CH:15]2[CH2:17][CH2:16]2)=[N:4][N:3]=1.[NH2:18][CH:19]1[CH2:24][CH2:23][N:22]([CH2:25][C:26]2[CH:35]=[CH:34][C:33]3[C:28](=[CH:29][CH:30]=[CH:31][CH:32]=3)[CH:27]=2)[CH2:21][CH2:20]1. (6) Given the product [Si:1]([O:8][CH2:9][C@@H:10]1[O:14][C:13](=[O:15])[N:12]([C:16]2[CH:17]=[CH:18][C:19]([I:22])=[C:20]([F:23])[CH:21]=2)[CH2:11]1)([C:4]([CH3:7])([CH3:5])[CH3:6])([CH3:3])[CH3:2], predict the reactants needed to synthesize it. The reactants are: [Si:1]([O:8][CH2:9][C@@H:10]1[O:14][C:13](=[O:15])[N:12]([C:16]2[CH:21]=[CH:20][C:19]([I:22])=[CH:18][CH:17]=2)[CH2:11]1)([C:4]([CH3:7])([CH3:6])[CH3:5])([CH3:3])[CH3:2].[F:23]C1C=C(N2C[C@H](CO)OC2=O)C=CC=1I. (7) Given the product [CH3:1][O:2][C:3]([C:5]1[C:17]2[C:16]3[C:11](=[CH:12][CH:13]=[CH:14][CH:15]=3)[N:10]([C:18]3[CH:23]=[CH:22][C:21]([C:24]#[N:25])=[C:20]([NH:30][C:27](=[O:29])[CH3:28])[CH:19]=3)[C:9]=2[CH:8]=[CH:7][CH:6]=1)=[O:4], predict the reactants needed to synthesize it. The reactants are: [CH3:1][O:2][C:3]([C:5]1[C:17]2[C:16]3[C:11](=[CH:12][CH:13]=[CH:14][CH:15]=3)[N:10]([C:18]3[CH:23]=[CH:22][C:21]([C:24]#[N:25])=[C:20](Br)[CH:19]=3)[C:9]=2[CH:8]=[CH:7][CH:6]=1)=[O:4].[C:27]([NH2:30])(=[O:29])[CH3:28].CN[C@@H]1CCCC[C@H]1NC.C(=O)([O-])[O-].[K+].[K+].